This data is from Reaction yield outcomes from USPTO patents with 853,638 reactions. The task is: Predict the reaction yield, written as a fraction of the theoretical maximum amount of product (1.0 means a 100% yield; for example, 0.34 means a 34% yield). (1) The reactants are [C:1]([O:5][CH3:6])(=[O:4])[CH2:2][OH:3].C[Si]([N-][Si](C)(C)C)(C)C.[Li+].[CH:17]1([NH:20][C:21]([C:23]2[S:36][C:26]3=[N:27][C:28](S(C)=O)=[C:29]([Cl:32])[C:30]([CH3:31])=[C:25]3[C:24]=2[NH2:37])=[O:22])[CH2:19][CH2:18]1. The catalyst is C1COCC1. The product is [CH3:6][O:5][C:1](=[O:4])[CH2:2][O:3][C:28]1[N:27]=[C:26]2[S:36][C:23]([C:21](=[O:22])[NH:20][CH:17]3[CH2:18][CH2:19]3)=[C:24]([NH2:37])[C:25]2=[C:30]([CH3:31])[C:29]=1[Cl:32]. The yield is 0.580. (2) The reactants are [O:1]=[C:2]([N:12]1[CH2:17][CH2:16][CH:15]([C:18]2[N:22]=[C:21]([NH:23][C:24]3[C:29]([O:30][C:31]4[CH:36]=[CH:35][CH:34]=[CH:33][CH:32]=4)=[CH:28][C:27]([S:37][C:38]4[CH:43]=[CH:42][CH:41]=[CH:40][N:39]=4)=[CH:26][N:25]=3)[S:20][N:19]=2)[CH2:14][CH2:13]1)[CH2:3][NH:4]C(=O)OC(C)(C)C.[ClH:44]. The catalyst is C(Cl)Cl.CO.O1CCOCC1. The product is [ClH:44].[ClH:44].[NH2:4][CH2:3][C:2]([N:12]1[CH2:13][CH2:14][CH:15]([C:18]2[N:22]=[C:21]([NH:23][C:24]3[C:29]([O:30][C:31]4[CH:36]=[CH:35][CH:34]=[CH:33][CH:32]=4)=[CH:28][C:27]([S:37][C:38]4[CH:43]=[CH:42][CH:41]=[CH:40][N:39]=4)=[CH:26][N:25]=3)[S:20][N:19]=2)[CH2:16][CH2:17]1)=[O:1]. The yield is 0.780. (3) The reactants are [CH3:1][Si:2]([CH3:44])([CH3:43])[CH2:3][CH2:4][O:5][C:6](=[O:42])[CH:7]([CH2:33][CH:34]=[CH:35][CH2:36][P:37]([OH:41])([O:39][CH3:40])=[O:38])[CH2:8][C:9]([CH3:32])=[CH:10][CH2:11][C:12]1[C:13]([O:25][CH2:26][CH2:27][Si:28]([CH3:31])([CH3:30])[CH3:29])=[C:14]2[C:18](=[C:19]([CH3:23])[C:20]=1[O:21][CH3:22])[CH2:17][O:16][C:15]2=[O:24].C1CN([P+](ON2N=NC3C=CC=CC2=3)(N2CCCC2)N2CCCC2)CC1.F[P-](F)(F)(F)(F)F.[C:78]([O:83][CH2:84][CH3:85])(=[O:82])[C@H:79]([CH3:81])O.CCN(C(C)C)C(C)C. The catalyst is CN(C=O)C. The product is [CH3:44][Si:2]([CH3:43])([CH3:1])[CH2:3][CH2:4][O:5][C:6](=[O:42])[CH:7]([CH2:33][CH:34]=[CH:35][CH2:36][P:37]([O:41][CH:79]([C:78]([O:83][CH2:84][CH3:85])=[O:82])[CH3:81])([O:39][CH3:40])=[O:38])[CH2:8][C:9]([CH3:32])=[CH:10][CH2:11][C:12]1[C:13]([O:25][CH2:26][CH2:27][Si:28]([CH3:31])([CH3:30])[CH3:29])=[C:14]2[C:18](=[C:19]([CH3:23])[C:20]=1[O:21][CH3:22])[CH2:17][O:16][C:15]2=[O:24]. The yield is 0.740. (4) The reactants are [Cl:1][C:2]1[CH:3]=[C:4]2[C:9](=[CH:10][C:11]=1[O:12][CH3:13])[N:8]=[C:7]([CH3:14])[C:6]([C:15]1[CH:20]=[CH:19][C:18]([O:21][C:22]3[CH:27]=[CH:26][C:25]([O:28][C:29]([F:32])([F:31])[F:30])=[CH:24][CH:23]=3)=[CH:17][CH:16]=1)=[C:5]2[O:33]CC.Br. The catalyst is C(O)(=O)C. The product is [Cl:1][C:2]1[CH:3]=[C:4]2[C:9](=[CH:10][C:11]=1[O:12][CH3:13])[NH:8][C:7]([CH3:14])=[C:6]([C:15]1[CH:20]=[CH:19][C:18]([O:21][C:22]3[CH:27]=[CH:26][C:25]([O:28][C:29]([F:30])([F:32])[F:31])=[CH:24][CH:23]=3)=[CH:17][CH:16]=1)[C:5]2=[O:33]. The yield is 0.840. (5) The reactants are [CH3:1][C:2]1[O:6][C:5]([C:7]([O:9]C)=[O:8])=[CH:4][C:3]=1[C:11]1[N:15]([CH3:16])[N:14]=[CH:13][CH:12]=1.[Cl:17]N1C(=O)CCC1=O.[OH-].[Na+]. The catalyst is O1CCCC1. The product is [Cl:17][C:12]1[CH:13]=[N:14][N:15]([CH3:16])[C:11]=1[C:3]1[CH:4]=[C:5]([C:7]([OH:9])=[O:8])[O:6][C:2]=1[CH3:1]. The yield is 0.840. (6) The reactants are [NH2:1][C:2]1[N:6]([C:7]([C:9]2[CH:14]=[CH:13][C:12]([CH3:15])=[CH:11][CH:10]=2)=[O:8])[N:5]=[C:4]([NH:16][C:17]2[CH:22]=[CH:21][CH:20]=[C:19]([O:23]CC3C=CC=CC=3)[CH:18]=2)[N:3]=1.C1CCCCC=1. The catalyst is C1COCC1.[Pd]. The product is [NH2:1][C:2]1[N:6]([C:7]([C:9]2[CH:14]=[CH:13][C:12]([CH3:15])=[CH:11][CH:10]=2)=[O:8])[N:5]=[C:4]([NH:16][C:17]2[CH:22]=[CH:21][CH:20]=[C:19]([OH:23])[CH:18]=2)[N:3]=1. The yield is 0.140. (7) The reactants are [Br:1][C:2]1[CH:14]=[C:13]2[C:5]([C:6]3[CH:7]=[CH:8][C:9]([C:17](=[O:20])[CH2:18]Cl)=[CH:10][C:11]=3[C:12]2([F:16])[F:15])=[CH:4][CH:3]=1.[C:21]([O:25][C:26]([N:28]1[CH2:32][CH2:31][CH2:30][C@H:29]1[C:33]([OH:35])=[O:34])=[O:27])([CH3:24])([CH3:23])[CH3:22].C(=O)([O-])[O-].[K+].[K+].[I-].[K+]. The catalyst is CC(C)=O. The product is [N:28]1([C:26]([O:25][C:21]([CH3:24])([CH3:23])[CH3:22])=[O:27])[CH2:32][CH2:31][CH2:30][C@H:29]1[C:33]([O:35][CH2:18][C:17]([C:9]1[CH:8]=[CH:7][C:6]2[C:5]3[C:13](=[CH:14][C:2]([Br:1])=[CH:3][CH:4]=3)[C:12]([F:16])([F:15])[C:11]=2[CH:10]=1)=[O:20])=[O:34]. The yield is 0.880. (8) The reactants are [Cl:1][C:2]1[CH:11]=[C:10]2[C:5]([CH2:6][CH2:7][NH:8][CH:9]2[C:12]2[CH:16]=[C:15]([CH:17]3[O:21][CH2:20][CH2:19][O:18]3)[S:14][C:13]=2[CH3:22])=[CH:4][CH:3]=1.C(N(CC)CC)C.[C:30]([O:34][C:35](O[C:35]([O:34][C:30]([CH3:33])([CH3:32])[CH3:31])=[O:36])=[O:36])([CH3:33])([CH3:32])[CH3:31].C([O-])(O)=O.[Na+]. The catalyst is C(Cl)Cl. The product is [Cl:1][C:2]1[CH:11]=[C:10]2[C:5]([CH2:6][CH2:7][N:8]([C:35]([O:34][C:30]([CH3:33])([CH3:32])[CH3:31])=[O:36])[CH:9]2[C:12]2[CH:16]=[C:15]([CH:17]3[O:21][CH2:20][CH2:19][O:18]3)[S:14][C:13]=2[CH3:22])=[CH:4][CH:3]=1. The yield is 0.950. (9) The reactants are C(O[CH:4](OCC)[CH2:5][NH:6][CH2:7][C:8]1[CH:13]=[CH:12][CH:11]=[C:10]([O:14][CH2:15][CH3:16])[C:9]=1[OH:17])C.[CH3:21][O:22][C:23]1[CH:24]=[C:25]([CH:28]=[C:29]([O:33][CH2:34][C:35]([F:38])([F:37])[F:36])[C:30]=1[O:31][CH3:32])[CH:26]=O.[ClH:39]. The catalyst is CCO. The product is [ClH:39].[CH3:21][O:22][C:23]1[CH:24]=[C:25]([CH:28]=[C:29]([O:33][CH2:34][C:35]([F:36])([F:37])[F:38])[C:30]=1[O:31][CH3:32])[CH2:26][C:4]1[C:13]2[C:8](=[C:9]([OH:17])[C:10]([O:14][CH2:15][CH3:16])=[CH:11][CH:12]=2)[CH:7]=[N:6][CH:5]=1. The yield is 0.290. (10) The reactants are [Br:1][C:2]1[CH:7]=[CH:6][C:5]([N:8]([CH2:19][C:20]([O:22]C)=[O:21])[C:9](=[O:18])/[CH:10]=[CH:11]/[C:12]2[CH:17]=[CH:16][CH:15]=[CH:14][CH:13]=2)=[CH:4][CH:3]=1.[OH-].[Li+].Cl. The product is [Br:1][C:2]1[CH:3]=[CH:4][C:5]([N:8]([CH2:19][C:20]([OH:22])=[O:21])[C:9](=[O:18])/[CH:10]=[CH:11]/[C:12]2[CH:17]=[CH:16][CH:15]=[CH:14][CH:13]=2)=[CH:6][CH:7]=1. The catalyst is C1COCC1.CO.O. The yield is 0.970.